From a dataset of Forward reaction prediction with 1.9M reactions from USPTO patents (1976-2016). Predict the product of the given reaction. (1) Given the reactants [Cl:1][C:2]1[N:7]=[CH:6][N:5]=[C:4]2[NH:8][N:9]=[CH:10][C:3]=12.O[CH2:12][C:13]12[CH2:17][C:15]([C:18]([O:20][CH3:21])=[O:19])([CH2:16]1)[CH2:14]2.C1C=CC(P(C2C=CC=CC=2)C2C=CC=CC=2)=CC=1, predict the reaction product. The product is: [Cl:1][C:2]1[C:3]2[C:4](=[N:8][N:9]([CH2:12][C:13]34[CH2:17][C:15]([C:18]([O:20][CH3:21])=[O:19])([CH2:16]3)[CH2:14]4)[CH:10]=2)[N:5]=[CH:6][N:7]=1. (2) Given the reactants [O:1]=[C:2]1[CH2:7][C:6](=O)[CH2:5][CH2:4][N:3]1[C:9]([O:11][C:12]([CH3:15])([CH3:14])[CH3:13])=[O:10].[CH3:16][S:17][C:18]([NH2:20])=[NH:19].OS(O)(=O)=O.[CH2:26]([O-])C.[Na+], predict the reaction product. The product is: [CH3:16][S:17][C:18]1[N:20]=[CH:26][C:7]2[C:2](=[O:1])[N:3]([C:9]([O:11][C:12]([CH3:15])([CH3:14])[CH3:13])=[O:10])[CH2:4][CH2:5][C:6]=2[N:19]=1.